Dataset: NCI-60 drug combinations with 297,098 pairs across 59 cell lines. Task: Regression. Given two drug SMILES strings and cell line genomic features, predict the synergy score measuring deviation from expected non-interaction effect. (1) Drug 1: CCC(=C(C1=CC=CC=C1)C2=CC=C(C=C2)OCCN(C)C)C3=CC=CC=C3.C(C(=O)O)C(CC(=O)O)(C(=O)O)O. Drug 2: C(CC(=O)O)C(=O)CN.Cl. Cell line: MDA-MB-435. Synergy scores: CSS=-1.22, Synergy_ZIP=0.523, Synergy_Bliss=0.0411, Synergy_Loewe=-1.93, Synergy_HSA=-1.84. (2) Drug 1: CCC1=C2CN3C(=CC4=C(C3=O)COC(=O)C4(CC)O)C2=NC5=C1C=C(C=C5)O. Drug 2: CC12CCC3C(C1CCC2OP(=O)(O)O)CCC4=C3C=CC(=C4)OC(=O)N(CCCl)CCCl.[Na+]. Cell line: HS 578T. Synergy scores: CSS=35.2, Synergy_ZIP=-4.93, Synergy_Bliss=-1.95, Synergy_Loewe=-37.5, Synergy_HSA=0.216. (3) Drug 1: CN1C(=O)N2C=NC(=C2N=N1)C(=O)N. Drug 2: CCN(CC)CCNC(=O)C1=C(NC(=C1C)C=C2C3=C(C=CC(=C3)F)NC2=O)C. Cell line: PC-3. Synergy scores: CSS=3.25, Synergy_ZIP=-1.36, Synergy_Bliss=-2.17, Synergy_Loewe=-4.94, Synergy_HSA=-1.87. (4) Drug 1: CC1C(C(CC(O1)OC2CC(OC(C2O)C)OC3=CC4=CC5=C(C(=O)C(C(C5)C(C(=O)C(C(C)O)O)OC)OC6CC(C(C(O6)C)O)OC7CC(C(C(O7)C)O)OC8CC(C(C(O8)C)O)(C)O)C(=C4C(=C3C)O)O)O)O. Drug 2: CCN(CC)CCCC(C)NC1=C2C=C(C=CC2=NC3=C1C=CC(=C3)Cl)OC. Cell line: MDA-MB-231. Synergy scores: CSS=18.0, Synergy_ZIP=-0.540, Synergy_Bliss=3.05, Synergy_Loewe=-8.07, Synergy_HSA=1.08. (5) Drug 1: CN(C)C1=NC(=NC(=N1)N(C)C)N(C)C. Drug 2: CC=C1C(=O)NC(C(=O)OC2CC(=O)NC(C(=O)NC(CSSCCC=C2)C(=O)N1)C(C)C)C(C)C. Cell line: A498. Synergy scores: CSS=45.3, Synergy_ZIP=2.89, Synergy_Bliss=2.90, Synergy_Loewe=-63.9, Synergy_HSA=-1.09.